This data is from Reaction yield outcomes from USPTO patents with 853,638 reactions. The task is: Predict the reaction yield, written as a fraction of the theoretical maximum amount of product (1.0 means a 100% yield; for example, 0.34 means a 34% yield). (1) The reactants are [CH:1]1([CH2:7][C:8]([OH:10])=[O:9])[CH2:6][CH2:5][CH2:4][CH2:3][CH2:2]1.[Br:11]Br. The catalyst is C(Cl)(Cl)(Cl)Cl. The product is [Br:11][CH:2]1[CH2:3][CH2:4][CH2:5][CH2:6][CH:1]1[CH2:7][C:8]([OH:10])=[O:9]. The yield is 0.210. (2) The reactants are Cl[C:2]([O:4][C:5]1[CH:10]=[CH:9][C:8]([O:11][C:12]2[CH:17]=[CH:16][C:15]([C:18]([F:21])([F:20])[F:19])=[CH:14][N:13]=2)=[CH:7][CH:6]=1)=[O:3].[S:22]1[CH:26]=[CH:25][C:24]([CH2:27][CH:28]2[CH2:33][CH2:32][NH:31][CH2:30][CH2:29]2)=[CH:23]1. No catalyst specified. The product is [F:19][C:18]([F:21])([F:20])[C:15]1[CH:16]=[CH:17][C:12]([O:11][C:8]2[CH:9]=[CH:10][C:5]([O:4][C:2]([N:31]3[CH2:32][CH2:33][CH:28]([CH2:27][C:24]4[CH:25]=[CH:26][S:22][CH:23]=4)[CH2:29][CH2:30]3)=[O:3])=[CH:6][CH:7]=2)=[N:13][CH:14]=1. The yield is 0.390. (3) The reactants are [Cl:1][C:2]1[CH:3]=[CH:4][N:5]2[CH:10]=[C:9]([CH3:11])[NH:8][C:7](=[O:12])[C:6]=12.[F:13][C:14]1[CH:15]=[C:16](B(O)O)[CH:17]=[CH:18][CH:19]=1.N1C=CC=CC=1. The catalyst is C(Cl)Cl.CC([O-])=O.CC([O-])=O.[Cu+2]. The product is [Cl:1][C:2]1[CH:3]=[CH:4][N:5]2[CH:10]=[C:9]([CH3:11])[N:8]([C:18]3[CH:17]=[CH:16][CH:15]=[C:14]([F:13])[CH:19]=3)[C:7](=[O:12])[C:6]=12. The yield is 0.830. (4) The reactants are [F:1][C:2]1[CH:3]=[C:4]([CH:22]=[CH:23][C:24]=1[F:25])[CH2:5][O:6][C:7]1[CH:16]=[C:15]2[C:10]([CH:11]=[C:12]([C:17](OCC)=[O:18])[CH:13]=[N:14]2)=[N:9][CH:8]=1.OC1C=C2C(C=C(C(OCC)=O)C=N2)=NC=1.C([O-])([O-])=O.[Cs+].[Cs+].FC1C=C(C=CC=1F)CBr. The catalyst is CN(C=O)C.O.CCOC(C)=O. The product is [F:1][C:2]1[CH:3]=[C:4]([CH:22]=[CH:23][C:24]=1[F:25])[CH2:5][O:6][C:7]1[CH:16]=[C:15]2[C:10]([CH:11]=[C:12]([CH2:17][OH:18])[CH:13]=[N:14]2)=[N:9][CH:8]=1. The yield is 0.640. (5) The reactants are C1(P(=O)(C2C=CC=CC=2)C2C=CC=CC=2)C=CC=CC=1.FC(F)(F)S(OS(C(F)(F)F)(=O)=O)(=O)=O.C([S:43][CH:44]([CH:69]([O:72][CH3:73])[O:70][CH3:71])[CH2:45][NH:46][C:47]([C:49]1[NH:50][C:51]2[C:56]([CH:57]=1)=[CH:55][CH:54]=[CH:53][C:52]=2[N:58]([CH3:68])[S:59]([C:62]1[N:63]([CH3:67])[CH:64]=[CH:65][N:66]=1)(=[O:61])=[O:60])=O)C1C=CC=CC=1.C1(SC)C=CC=CC=1. The catalyst is ClCCl.C(OCC)(=O)C. The product is [CH3:71][O:70][CH:69]([O:72][CH3:73])[CH:44]1[S:43][C:47]([C:49]2[NH:50][C:51]3[C:56]([CH:57]=2)=[CH:55][CH:54]=[CH:53][C:52]=3[N:58]([CH3:68])[S:59]([C:62]2[N:63]([CH3:67])[CH:64]=[CH:65][N:66]=2)(=[O:61])=[O:60])=[N:46][CH2:45]1. The yield is 0.480.